Dataset: Forward reaction prediction with 1.9M reactions from USPTO patents (1976-2016). Task: Predict the product of the given reaction. (1) Given the reactants [O:1]([C:8]1[CH:15]=[CH:14][CH:13]=[CH:12][C:9]=1[CH:10]=O)[C:2]1[CH:7]=[CH:6][CH:5]=[CH:4][CH:3]=1.[CH2:16]([O:18][C:19](=[O:24])[CH2:20][N+:21]([O-])=O)[CH3:17].[Si]([N:29]=[N+:30]=[N-])(C)(C)C.[F-], predict the reaction product. The product is: [O:1]([C:8]1[CH:15]=[CH:14][CH:13]=[CH:12][C:9]=1[C:10]1[N:29]=[N:30][NH:21][C:20]=1[C:19]([O:18][CH2:16][CH3:17])=[O:24])[C:2]1[CH:7]=[CH:6][CH:5]=[CH:4][CH:3]=1. (2) Given the reactants Cl[C:2]1[C:7]([C:8]#[N:9])=[CH:6][N:5]=[CH:4][C:3]=1[I:10].[NH2:11][C:12]1[C:13]([CH3:21])=[C:14]2[C:18](=[CH:19][CH:20]=1)[NH:17][CH:16]=[CH:15]2, predict the reaction product. The product is: [I:10][C:3]1[CH:4]=[N:5][CH:6]=[C:7]([C:2]=1[NH:11][C:12]1[C:13]([CH3:21])=[C:14]2[C:18](=[CH:19][CH:20]=1)[NH:17][CH:16]=[CH:15]2)[C:8]#[N:9].